Dataset: Forward reaction prediction with 1.9M reactions from USPTO patents (1976-2016). Task: Predict the product of the given reaction. (1) Given the reactants O.C[Si]([Cl:6])(C)C.[CH3:7][N:8]([CH2:10][CH:11]1[CH:17]([C:18]2[CH:19]=[C:20]([O:24][C:25](=[O:30])[C:26]([CH3:29])([CH3:28])[CH3:27])[CH:21]=[CH:22][CH:23]=2)[CH2:16][CH:15]2[CH2:31][CH:12]1[CH2:13][CH2:14]2)[CH3:9], predict the reaction product. The product is: [ClH:6].[CH3:7][N:8]([CH2:10][CH:11]1[CH:17]([C:18]2[CH:19]=[C:20]([O:24][C:25](=[O:30])[C:26]([CH3:27])([CH3:29])[CH3:28])[CH:21]=[CH:22][CH:23]=2)[CH2:16][CH:15]2[CH2:31][CH:12]1[CH2:13][CH2:14]2)[CH3:9]. (2) The product is: [C:20]([OH:25])(=[O:24])[CH:21]=[CH2:22].[NH2:14][C:20]([O:25][CH2:26][CH3:27])=[O:24]. Given the reactants C1C(CC2C=CC([N:14]=C=O)=CC=2)=CC=C(N=C=O)C=1.[C:20]([O:25][CH2:26][CH2:27]N=C=O)(=[O:24])[C:21](C)=[CH2:22].N(CCC[Si](OC)(OC)OC)=C=O, predict the reaction product. (3) The product is: [C:1]([C:3]1([NH:6][C:7]([C@@H:9]2[CH2:14][CH2:13][CH2:12][CH2:11][C@H:10]2[C:15]([N:17]2[CH2:34][CH2:33][C:20]3[N:21]([CH2:28][C:29]([OH:31])=[O:30])[C:22]4[CH:23]=[CH:24][CH:25]=[CH:26][C:27]=4[C:19]=3[CH2:18]2)=[O:16])=[O:8])[CH2:4][CH2:5]1)#[N:2]. Given the reactants [C:1]([C:3]1([NH:6][C:7]([C@@H:9]2[CH2:14][CH2:13][CH2:12][CH2:11][C@H:10]2[C:15]([N:17]2[CH2:34][CH2:33][C:20]3[N:21]([CH2:28][C:29]([O:31]C)=[O:30])[C:22]4[CH:23]=[CH:24][CH:25]=[CH:26][C:27]=4[C:19]=3[CH2:18]2)=[O:16])=[O:8])[CH2:5][CH2:4]1)#[N:2].[I-].[Li+], predict the reaction product. (4) Given the reactants [Br:1][C:2]1[S:6][CH:5]=[C:4]([C:7]([OH:9])=O)[CH:3]=1.C(N(CC)CC)C.[CH3:17][C:18]1([CH3:24])[CH2:23][CH2:22][CH2:21][NH:20][CH2:19]1.CN(C(ON1N=NC2C=CC=NC1=2)=[N+](C)C)C.F[P-](F)(F)(F)(F)F, predict the reaction product. The product is: [Br:1][C:2]1[S:6][CH:5]=[C:4]([C:7]([N:20]2[CH2:21][CH2:22][CH2:23][C:18]([CH3:24])([CH3:17])[CH2:19]2)=[O:9])[CH:3]=1. (5) Given the reactants [CH2:1]([CH:4]([C:10]([O:12][CH2:13][CH3:14])=[O:11])[C:5]([O:7][CH2:8][CH3:9])=[O:6])[CH2:2][CH3:3].[CH2:15]([O:22][C:23]1[CH:30]=[CH:29][C:26]([CH2:27]Cl)=[CH:25][CH:24]=1)[C:16]1[CH:21]=[CH:20][CH:19]=[CH:18][CH:17]=1.[H-].[Na+], predict the reaction product. The product is: [CH2:15]([O:22][C:23]1[CH:30]=[CH:29][C:26]([CH2:27][C:4]([CH2:1][CH2:2][CH3:3])([C:5]([O:7][CH2:8][CH3:9])=[O:6])[C:10]([O:12][CH2:13][CH3:14])=[O:11])=[CH:25][CH:24]=1)[C:16]1[CH:21]=[CH:20][CH:19]=[CH:18][CH:17]=1. (6) Given the reactants [CH3:1][C:2]1[N:7]=[CH:6][N:5]2[N:8]=[CH:9][N:10]=[C:4]2[C:3]=1[CH2:11][CH2:12][CH3:13].[Br:14]Br, predict the reaction product. The product is: [Br:14][CH2:1][C:2]1[N:7]=[CH:6][N:5]2[N:8]=[CH:9][N:10]=[C:4]2[C:3]=1[CH2:11][CH2:12][CH3:13]. (7) Given the reactants FC1C=CC(S[C:9]([S:11][C:12]2[CH:17]=[CH:16][C:15]([F:18])=[CH:14][CH:13]=2)=[S:10])=CC=1.[H-].[Na+].[F:21][C:22]1[CH:27]=[CH:26][C:25]([C:28](=[O:32])[CH2:29][C:30]#[N:31])=[CH:24][CH:23]=1.CN(C=O)C, predict the reaction product. The product is: [C:30]([CH:29]([C:28]([C:25]1[CH:24]=[CH:23][C:22]([F:21])=[CH:27][CH:26]=1)=[O:32])[C:9]([S:11][C:12]1[CH:13]=[CH:14][C:15]([F:18])=[CH:16][CH:17]=1)=[S:10])#[N:31].